Dataset: Forward reaction prediction with 1.9M reactions from USPTO patents (1976-2016). Task: Predict the product of the given reaction. (1) Given the reactants [C:1]([C:4]1[N:12]2[C:7]([C:8]([NH2:13])=[N:9][CH:10]=[N:11]2)=[C:6]([C:14]2[CH:19]=[CH:18][C:17]([NH:20][C:21]([NH:23][C:24]3[CH:29]=[C:28]([C:30]([F:33])([F:32])[F:31])[CH:27]=[CH:26][C:25]=3[F:34])=[O:22])=[CH:16][CH:15]=2)[CH:5]=1)(=[O:3])[CH3:2].C(N(C(C)C)CC)(C)C.C[Si](OS(C(F)(F)F)(=O)=O)(C)C.[Br:56]N1C(C)(C)C(=O)N(Br)C1=O, predict the reaction product. The product is: [Br:56][CH2:2][C:1]([C:4]1[N:12]2[C:7]([C:8]([NH2:13])=[N:9][CH:10]=[N:11]2)=[C:6]([C:14]2[CH:19]=[CH:18][C:17]([NH:20][C:21]([NH:23][C:24]3[CH:29]=[C:28]([C:30]([F:33])([F:32])[F:31])[CH:27]=[CH:26][C:25]=3[F:34])=[O:22])=[CH:16][CH:15]=2)[CH:5]=1)=[O:3]. (2) Given the reactants [Br:1][C:2]1[CH:11]=[C:10]2[C:5]([C:6]([CH:16]=[O:17])=[CH:7][C:8](=[O:15])[N:9]2[CH:12]2[CH2:14][CH2:13]2)=[CH:4][CH:3]=1.[BH4-].[Na+], predict the reaction product. The product is: [Br:1][C:2]1[CH:11]=[C:10]2[C:5]([C:6]([CH2:16][OH:17])=[CH:7][C:8](=[O:15])[N:9]2[CH:12]2[CH2:14][CH2:13]2)=[CH:4][CH:3]=1. (3) Given the reactants I[C:2]1[CH:20]=[N:19][C:5]2[NH:6][CH2:7][CH2:8][N:9]([C:10](=[O:18])[CH2:11][C:12]3[CH:17]=[CH:16][CH:15]=[CH:14][CH:13]=3)[C:4]=2[CH:3]=1.[N:21]1([CH:26]2[CH2:31][CH2:30][N:29]([C:32]([C:34]3[CH:39]=[CH:38][C:37](B4OC(C)(C)C(C)(C)O4)=[CH:36][CH:35]=3)=[O:33])[CH2:28][CH2:27]2)[CH2:25][CH2:24][CH2:23][CH2:22]1, predict the reaction product. The product is: [C:12]1([CH2:11][C:10]([N:9]2[CH2:8][CH2:7][NH:6][C:5]3[N:19]=[CH:20][C:2]([C:37]4[CH:38]=[CH:39][C:34]([C:32]([N:29]5[CH2:28][CH2:27][CH:26]([N:21]6[CH2:22][CH2:23][CH2:24][CH2:25]6)[CH2:31][CH2:30]5)=[O:33])=[CH:35][CH:36]=4)=[CH:3][C:4]2=3)=[O:18])[CH:17]=[CH:16][CH:15]=[CH:14][CH:13]=1. (4) Given the reactants [N+:1]([C:4]1[CH:5]=[C:6]([CH2:10][C:11]([OH:13])=O)[CH:7]=[CH:8][CH:9]=1)([O-:3])=[O:2].CN(C(O[N:29]1N=[N:29][C:24]2[CH:25]=[CH:26][CH:26]=[CH:25][C:24]1=2)=[N+](C)C)C.F[P-](F)(F)(F)(F)F.C(N(CC)C(C)C)(C)C.C1(N)CC1, predict the reaction product. The product is: [CH:24]1([NH:29][C:11](=[O:13])[CH2:10][C:6]2[CH:7]=[CH:8][CH:9]=[C:4]([N+:1]([O-:3])=[O:2])[CH:5]=2)[CH2:26][CH2:25]1. (5) Given the reactants [CH:1]1([CH2:5][NH:6][C:7]2[N:12]=[CH:11][C:10]([NH:13][C:14](=[O:19])[C:15]([CH3:18])([CH3:17])[CH3:16])=[CH:9][C:8]=2[CH3:20])[CH2:4][CH2:3][CH2:2]1.C([Li])CCC.[CH2:26]([O:28][C:29]1[CH:34]=[CH:33][C:32]([CH2:35][C:36](OC)=O)=[CH:31][CH:30]=1)[CH3:27], predict the reaction product. The product is: [CH:1]1([CH2:5][N:6]2[C:7]3=[N:12][CH:11]=[C:10]([NH:13][C:14](=[O:19])[C:15]([CH3:16])([CH3:17])[CH3:18])[CH:9]=[C:8]3[CH:20]=[C:36]2[CH2:35][C:32]2[CH:33]=[CH:34][C:29]([O:28][CH2:26][CH3:27])=[CH:30][CH:31]=2)[CH2:2][CH2:3][CH2:4]1.